Dataset: Forward reaction prediction with 1.9M reactions from USPTO patents (1976-2016). Task: Predict the product of the given reaction. Given the reactants Cl[CH2:2][C:3]1[N:4]=[C:5]([C:9]2[S:13][C:12]([C:14]([O:16][CH2:17][CH3:18])=[O:15])=[CH:11][CH:10]=2)[O:6][C:7]=1[CH3:8].[O:19]=[CH:20][C:21]1[CH:29]=[CH:28][C:26]([OH:27])=[C:23]([O:24][CH3:25])[CH:22]=1.C(=O)([O-])[O-].[K+].[K+].CN(C)C=O, predict the reaction product. The product is: [CH:20]([C:21]1[CH:29]=[CH:28][C:26]([O:27][CH2:2][C:3]2[N:4]=[C:5]([C:9]3[S:13][C:12]([C:14]([O:16][CH2:17][CH3:18])=[O:15])=[CH:11][CH:10]=3)[O:6][C:7]=2[CH3:8])=[C:23]([O:24][CH3:25])[CH:22]=1)=[O:19].